Dataset: NCI-60 drug combinations with 297,098 pairs across 59 cell lines. Task: Regression. Given two drug SMILES strings and cell line genomic features, predict the synergy score measuring deviation from expected non-interaction effect. (1) Drug 1: CN(C)N=NC1=C(NC=N1)C(=O)N. Drug 2: COC1=NC(=NC2=C1N=CN2C3C(C(C(O3)CO)O)O)N. Cell line: SF-268. Synergy scores: CSS=-6.39, Synergy_ZIP=7.50, Synergy_Bliss=8.79, Synergy_Loewe=0.263, Synergy_HSA=-0.373. (2) Drug 1: CCC1(CC2CC(C3=C(CCN(C2)C1)C4=CC=CC=C4N3)(C5=C(C=C6C(=C5)C78CCN9C7C(C=CC9)(C(C(C8N6C)(C(=O)OC)O)OC(=O)C)CC)OC)C(=O)OC)O. Drug 2: CCN(CC)CCNC(=O)C1=C(NC(=C1C)C=C2C3=C(C=CC(=C3)F)NC2=O)C. Cell line: HT29. Synergy scores: CSS=62.6, Synergy_ZIP=2.21, Synergy_Bliss=-0.0638, Synergy_Loewe=-2.59, Synergy_HSA=2.30.